From a dataset of Catalyst prediction with 721,799 reactions and 888 catalyst types from USPTO. Predict which catalyst facilitates the given reaction. (1) Reactant: [C:1]([O:5][C:6](=[O:30])[CH2:7][C:8]1[CH:13]=[CH:12][CH:11]=[C:10]([N:14]2[CH2:29][CH2:28][C:17]3([NH:21][C:20](=[O:22])[N:19]([CH2:23][CH:24]4[CH2:26][CH2:25]4)[C:18]3=[O:27])[CH2:16][CH2:15]2)[CH:9]=1)([CH3:4])([CH3:3])[CH3:2].C([O-])([O-])=O.[Cs+].[Cs+].Br[CH2:38][C:39]1[CH:44]=[CH:43][C:42]([O:45][C:46]([F:49])([F:48])[F:47])=[CH:41][CH:40]=1. Product: [C:1]([O:5][C:6](=[O:30])[CH2:7][C:8]1[CH:13]=[CH:12][CH:11]=[C:10]([N:14]2[CH2:29][CH2:28][C:17]3([N:21]([CH2:38][C:39]4[CH:44]=[CH:43][C:42]([O:45][C:46]([F:47])([F:48])[F:49])=[CH:41][CH:40]=4)[C:20](=[O:22])[N:19]([CH2:23][CH:24]4[CH2:25][CH2:26]4)[C:18]3=[O:27])[CH2:16][CH2:15]2)[CH:9]=1)([CH3:4])([CH3:2])[CH3:3]. The catalyst class is: 23. (2) Reactant: [N:1]1([C:7]([O:9][C:10]([CH3:13])([CH3:12])[CH3:11])=[O:8])[CH2:6][CH2:5][NH:4][CH2:3][CH2:2]1.Br[CH2:15][CH:16]1[CH2:18][CH2:17]1.C(N(CC)CC)C.C(=O)(O)[O-].[Na+]. Product: [CH:16]1([CH2:15][N:4]2[CH2:5][CH2:6][N:1]([C:7]([O:9][C:10]([CH3:13])([CH3:12])[CH3:11])=[O:8])[CH2:2][CH2:3]2)[CH2:18][CH2:17]1. The catalyst class is: 4. (3) The catalyst class is: 46. Product: [CH3:1][S:2]([O:20][CH2:19][CH2:18][C:15]1[CH:14]=[CH:13][C:12]([CH:10]([O:9][CH2:8][O:7][CH3:6])[CH3:11])=[CH:17][N:16]=1)(=[O:4])=[O:3]. Reactant: [CH3:1][S:2](Cl)(=[O:4])=[O:3].[CH3:6][O:7][CH2:8][O:9][CH:10]([C:12]1[CH:13]=[CH:14][C:15]([CH2:18][CH2:19][OH:20])=[N:16][CH:17]=1)[CH3:11].C(N(CC)CC)C.